Dataset: Clinical trial toxicity outcomes and FDA approval status for drugs. Task: Regression/Classification. Given a drug SMILES string, predict its toxicity properties. Task type varies by dataset: regression for continuous values (e.g., LD50, hERG inhibition percentage) or binary classification for toxic/non-toxic outcomes (e.g., AMES mutagenicity, cardiotoxicity, hepatotoxicity). Dataset: clintox. (1) The drug is Nc1c2c([nH+]c3ccccc13)CCCC2. The result is 0 (passed clinical trial). (2) The drug is O=C(NCC(O)CO)c1c(I)c(C(=O)NCC(O)CO)c(I)c(N(CCO)C(=O)CO)c1I. The result is 0 (passed clinical trial). (3) The molecule is CCCC(=O)O[C@]1(C(=O)CO)CC[C@H]2[C@@H]3CCC4=CC(=O)CC[C@]4(C)[C@H]3[C@@H](O)C[C@@]21C. The result is 0 (passed clinical trial). (4) The molecule is CC(OC(=O)NCC1(CC(=O)[O-])CCCCC1)OC(=O)C(C)C. The result is 0 (passed clinical trial). (5) The compound is NNCCc1ccccc1. The result is 0 (passed clinical trial).